This data is from Forward reaction prediction with 1.9M reactions from USPTO patents (1976-2016). The task is: Predict the product of the given reaction. Given the reactants [CH3:1][S:2](Cl)(=[O:4])=[O:3].[Cl:6][C:7]1[C:8]([O:17][CH2:18][C:19]2[CH:24]=[CH:23][C:22]([Cl:25])=[C:21]([Cl:26])[CH:20]=2)=[CH:9][C:10]2[O:14][N:13]=[C:12]([NH2:15])[C:11]=2[CH:16]=1.C(N(CC)CC)C, predict the reaction product. The product is: [Cl:6][C:7]1[C:8]([O:17][CH2:18][C:19]2[CH:24]=[CH:23][C:22]([Cl:25])=[C:21]([Cl:26])[CH:20]=2)=[CH:9][C:10]2[O:14][N:13]=[C:12]([NH:15][S:2]([CH3:1])(=[O:4])=[O:3])[C:11]=2[CH:16]=1.